This data is from Reaction yield outcomes from USPTO patents with 853,638 reactions. The task is: Predict the reaction yield, written as a fraction of the theoretical maximum amount of product (1.0 means a 100% yield; for example, 0.34 means a 34% yield). (1) The reactants are [C:1]([O:5][C:6](=[O:12])[C@@H:7]1[CH2:11][CH2:10][CH2:9][NH:8]1)([CH3:4])([CH3:3])[CH3:2].[C:13]([NH:23][C:24]([CH3:29])([C:26](O)=[O:27])[CH3:25])([O:15][CH2:16][C:17]1[CH:22]=[CH:21][CH:20]=[CH:19][CH:18]=1)=[O:14].C1C=CC2N(O)N=NC=2C=1.C(Cl)CCl. The catalyst is C(Cl)Cl. The product is [C:1]([O:5][C:6]([CH:7]1[CH2:11][CH2:10][CH2:9][N:8]1[C:26](=[O:27])[C:24]([NH:23][C:13]([O:15][CH2:16][C:17]1[CH:18]=[CH:19][CH:20]=[CH:21][CH:22]=1)=[O:14])([CH3:29])[CH3:25])=[O:12])([CH3:4])([CH3:2])[CH3:3]. The yield is 1.00. (2) The yield is 1.06. The product is [C:2]1([C:8]2([C:13]3[CH:18]=[CH:17][CH:16]=[CH:15][CH:14]=3)[CH2:12][CH2:11][N:10]([CH2:19][C:21]3[CH:36]=[CH:35][C:24]([O:25][C:26]4[CH:34]=[CH:33][C:29]([C:30]([NH2:32])=[O:31])=[CH:28][N:27]=4)=[CH:23][CH:22]=3)[CH2:9]2)[CH:3]=[CH:4][CH:5]=[CH:6][CH:7]=1. The catalyst is ClCCCl. The reactants are Cl.[C:2]1([C:8]2([C:13]3[CH:18]=[CH:17][CH:16]=[CH:15][CH:14]=3)[CH2:12][CH2:11][NH:10][CH2:9]2)[CH:7]=[CH:6][CH:5]=[CH:4][CH:3]=1.[CH:19]([C:21]1[CH:36]=[CH:35][C:24]([O:25][C:26]2[CH:34]=[CH:33][C:29]([C:30]([NH2:32])=[O:31])=[CH:28][N:27]=2)=[CH:23][CH:22]=1)=O.C(O[BH-](OC(=O)C)OC(=O)C)(=O)C.[Na+].C(O)(=O)C. (3) The reactants are [NH2:1][C:2]1[C:7]([CH3:8])=[CH:6][C:5]([Br:9])=[CH:4][N:3]=1.[CH2:10](OC(OCC)CBr)[CH3:11].Br.C([O-])(O)=O.[Na+]. The catalyst is CCO.CCOC(C)=O. The product is [Br:9][C:5]1[CH:6]=[C:7]([CH3:8])[C:2]2[N:3]([CH:10]=[CH:11][N:1]=2)[CH:4]=1. The yield is 0.720. (4) The reactants are O1CCCC1.[N:6]1[CH:11]=[CH:10][CH:9]=[CH:8][C:7]=1[CH2:12][CH2:13][C:14]1[CH:23]=[CH:22][C:17]([C:18](OC)=[O:19])=[CH:16][CH:15]=1.[H-].C([NH2+]CC(C)C)C(C)C.C(C(C(C([O-])=O)O)O)([O-])=O.[Na+].[K+]. The catalyst is C(OCC)(=O)C. The product is [N:6]1[CH:11]=[CH:10][CH:9]=[CH:8][C:7]=1[CH2:12][CH2:13][C:14]1[CH:15]=[CH:16][C:17]([CH2:18][OH:19])=[CH:22][CH:23]=1. The yield is 0.960. (5) The reactants are [CH2:1]([C:5]1[N:9]=[C:8]([CH2:10][CH2:11][CH2:12][NH:13]C(OC(C)(C)C)=O)[N:7]([CH2:21][C:22]2[CH:27]=[CH:26][C:25]([C:28]3[CH:33]=[CH:32][CH:31]=[CH:30][C:29]=3[C:34]3[NH:38][N:37]=[N:36][N:35]=3)=[CH:24][CH:23]=2)[N:6]=1)[CH2:2][CH2:3][CH3:4]. The catalyst is Cl.O1CCOCC1. The product is [CH2:1]([C:5]1[N:9]=[C:8]([CH2:10][CH2:11][CH2:12][NH2:13])[N:7]([CH2:21][C:22]2[CH:27]=[CH:26][C:25]([C:28]3[CH:33]=[CH:32][CH:31]=[CH:30][C:29]=3[C:34]3[NH:38][N:37]=[N:36][N:35]=3)=[CH:24][CH:23]=2)[N:6]=1)[CH2:2][CH2:3][CH3:4]. The yield is 0.980. (6) The reactants are [CH3:1][O:2][C:3]1[CH:4]=[C:5]([C:11]([C:13]2[CH:18]=[C:17]([O:19][CH3:20])[CH:16]=[C:15]([O:21][CH3:22])[CH:14]=2)=O)[CH:6]=[C:7]([O:9][CH3:10])[CH:8]=1.C(OP([CH2:31][C:32]#[N:33])(=O)OCC)C.C[Si]([N-][Si](C)(C)C)(C)C.[Li+].O1C2C=CC(C(C3C=C(OC)C=C(OC)C=3)=CC#N)=CC=2OCC1. The catalyst is C1COCC1. The product is [CH3:1][O:2][C:3]1[CH:4]=[C:5]([C:11]([C:13]2[CH:18]=[C:17]([O:19][CH3:20])[CH:16]=[C:15]([O:21][CH3:22])[CH:14]=2)=[CH:31][C:32]#[N:33])[CH:6]=[C:7]([O:9][CH3:10])[CH:8]=1. The yield is 0.760. (7) The reactants are [Cl:1][C:2]1[CH:10]=[N:9][CH:8]=[C:7]([Cl:11])[C:3]=1[C:4](Cl)=[O:5].[NH:12]1[C:16]2[CH:17]=[CH:18][CH:19]=[CH:20][C:15]=2[N:14]=[C:13]1[CH2:21][N:22]([CH:26]1[C:35]2[N:34]=[CH:33][CH:32]=[CH:31][C:30]=2[CH2:29][CH2:28][CH2:27]1)[CH2:23][CH2:24][NH2:25]. The catalyst is C1COCC1.ClCCl.CCN(CC)CC. The product is [NH:12]1[C:16]2[CH:17]=[CH:18][CH:19]=[CH:20][C:15]=2[N:14]=[C:13]1[CH2:21][N:22]([CH:26]1[C:35]2[N:34]=[CH:33][CH:32]=[CH:31][C:30]=2[CH2:29][CH2:28][CH2:27]1)[CH2:23][CH2:24][NH:25][C:4](=[O:5])[C:3]1[C:2]([Cl:1])=[CH:10][N:9]=[CH:8][C:7]=1[Cl:11]. The yield is 0.440. (8) The reactants are CO[C:3](=[O:17])[C:4]([C:6]1[CH:7]=[C:8]([F:16])[CH:9]=[C:10]2[C:14]=1[N:13]([CH3:15])[CH:12]=[CH:11]2)=O.[NH:18]1[C:26]2[C:21](=[CH:22][CH:23]=[CH:24][CH:25]=2)[C:20]([CH2:27][C:28]([NH2:30])=[O:29])=[CH:19]1.CC(C)([O-])C.[K+].C1COCC1. The catalyst is CN(C=O)C. The product is [CH3:15][N:13]1[C:14]2[C:10](=[CH:9][C:8]([F:16])=[CH:7][C:6]=2[C:4]2[C:3](=[O:17])[NH:30][C:28](=[O:29])[C:27]=2[C:20]2[C:21]3[C:26](=[CH:25][CH:24]=[CH:23][CH:22]=3)[NH:18][CH:19]=2)[CH:11]=[CH:12]1. The yield is 0.550.